From a dataset of Catalyst prediction with 721,799 reactions and 888 catalyst types from USPTO. Predict which catalyst facilitates the given reaction. Reactant: [Cl:1][C:2]1[CH:3]=[CH:4][C:5]2[N:11]([CH2:12][C:13]([CH3:17])([CH3:16])[CH2:14][OH:15])[C:10](=[O:18])[C@@H:9]([CH2:19][C:20]([C:22]3[S:23][CH:24]=[C:25]([CH2:27][C:28]([O:30]CC)=[O:29])[N:26]=3)=[O:21])[O:8][C@H:7]([C:33]3[CH:38]=[CH:37][CH:36]=[C:35]([O:39][CH3:40])[C:34]=3[O:41][CH3:42])[C:6]=2[CH:43]=1.C(=O)([O-])[O-].[K+].[K+].Cl. Product: [Cl:1][C:2]1[CH:3]=[CH:4][C:5]2[N:11]([CH2:12][C:13]([CH3:17])([CH3:16])[CH2:14][OH:15])[C:10](=[O:18])[C@@H:9]([CH2:19][C:20]([C:22]3[S:23][CH:24]=[C:25]([CH2:27][C:28]([OH:30])=[O:29])[N:26]=3)=[O:21])[O:8][C@H:7]([C:33]3[CH:38]=[CH:37][CH:36]=[C:35]([O:39][CH3:40])[C:34]=3[O:41][CH3:42])[C:6]=2[CH:43]=1. The catalyst class is: 40.